Task: Predict the reaction yield, written as a fraction of the theoretical maximum amount of product (1.0 means a 100% yield; for example, 0.34 means a 34% yield).. Dataset: Reaction yield outcomes from USPTO patents with 853,638 reactions (1) The yield is 0.420. The catalyst is C1(C)C=CC=CC=1.CCOC(C)=O.CC([O-])=O.CC([O-])=O.[Pd+2]. The product is [F:14][C:15]1[CH:21]=[C:20]([S:22][CH3:23])[CH:19]=[CH:18][C:16]=1[NH:17][C:2]1[C:3]([C:10]([O:12][CH3:13])=[O:11])=[N:4][N:5]([CH3:9])[C:6](=[O:8])[CH:7]=1. The reactants are Cl[C:2]1[C:3]([C:10]([O:12][CH3:13])=[O:11])=[N:4][N:5]([CH3:9])[C:6](=[O:8])[CH:7]=1.[F:14][C:15]1[CH:21]=[C:20]([S:22][CH3:23])[CH:19]=[CH:18][C:16]=1[NH2:17].C1C=CC(P(C2C(C3C(P(C4C=CC=CC=4)C4C=CC=CC=4)=CC=C4C=3C=CC=C4)=C3C(C=CC=C3)=CC=2)C2C=CC=CC=2)=CC=1.C([O-])([O-])=O.[Cs+].[Cs+].N#N. (2) The reactants are [CH2:1]([O:8][C:9]1[CH:18]=[CH:17][C:16]2[C:11](=[CH:12][CH:13]=[C:14]([CH:19]([N+:21]([O-:23])=[O:22])[CH3:20])[CH:15]=2)[N:10]=1)[CH2:2][CH2:3][CH2:4][CH2:5][CH2:6][CH3:7].C=O.[CH3:26][O:27][Na]. The catalyst is C1COCC1.CO. The product is [CH2:1]([O:8][C:9]1[CH:18]=[CH:17][C:16]2[C:11](=[CH:12][CH:13]=[C:14]([C:19]([N+:21]([O-:23])=[O:22])([CH3:20])[CH2:26][OH:27])[CH:15]=2)[N:10]=1)[CH2:2][CH2:3][CH2:4][CH2:5][CH2:6][CH3:7]. The yield is 0.430. (3) The product is [CH:28]1([CH2:34][CH:35]([C:39]2[CH:44]=[CH:43][C:42]([S:45]([CH3:48])(=[O:46])=[O:47])=[C:41]([C:49]([F:51])([F:52])[F:50])[CH:40]=2)[C:36]([NH:53][C:54]2[S:55][CH:56]=[CH:57][N:58]=2)=[O:38])[CH2:33][CH2:32][CH2:31][CH2:30][CH2:29]1. The catalyst is C(Cl)Cl. The reactants are C1(P(C2C=CC=CC=2)C2C=CC=CC=2)C=CC=CC=1.BrN1C(=O)CCC1=O.[CH:28]1([CH2:34][CH:35]([C:39]2[CH:44]=[CH:43][C:42]([S:45]([CH3:48])(=[O:47])=[O:46])=[C:41]([C:49]([F:52])([F:51])[F:50])[CH:40]=2)[C:36]([OH:38])=O)[CH2:33][CH2:32][CH2:31][CH2:30][CH2:29]1.[NH2:53][C:54]1[S:55][CH:56]=[CH:57][N:58]=1. The yield is 0.290. (4) The reactants are [CH3:1][O:2][C:3]1[CH:4]=[C:5]2[C:9](=[CH:10][CH:11]=1)[NH:8][CH:7]=[CH:6]2.I[C:13]1[CH:14]=[C:15]([CH3:20])[CH:16]=[C:17]([CH3:19])[CH:18]=1.[O-]P([O-])([O-])=O.[K+].[K+].[K+].[C@@H]1(N)CCCC[C@H]1N. The catalyst is [Cu]I.CCCCCC.C(OCC)(=O)C.O1CCOCC1. The product is [CH3:20][C:15]1[CH:14]=[C:13]([N:8]2[C:9]3[C:5](=[CH:4][C:3]([O:2][CH3:1])=[CH:11][CH:10]=3)[CH:6]=[CH:7]2)[CH:18]=[C:17]([CH3:19])[CH:16]=1. The yield is 1.00. (5) The reactants are [CH:1]1([CH2:5][CH:6]([N:10]2[C:15](=[O:16])[CH:14]=[C:13]([O:17][C:18]3[C:23]([F:24])=[CH:22][CH:21]=[CH:20][C:19]=3[F:25])[CH:12]=[N:11]2)[C:7](O)=[O:8])[CH2:4][CH2:3][CH2:2]1.C(N(CC)C(C)C)(C)C.F[P-](F)(F)(F)(F)F.N1(O[P+](N(C)C)(N(C)C)N(C)C)C2C=CC=CC=2N=N1.[NH2:62][C:63]1[CH:67]=[CH:66][N:65]([CH2:68][C:69]([CH3:72])([OH:71])[CH3:70])[N:64]=1. The catalyst is CN(C)C=O.C(OCC)(=O)C. The product is [CH:1]1([CH2:5][CH:6]([N:10]2[C:15](=[O:16])[CH:14]=[C:13]([O:17][C:18]3[C:19]([F:25])=[CH:20][CH:21]=[CH:22][C:23]=3[F:24])[CH:12]=[N:11]2)[C:7]([NH:62][C:63]2[CH:67]=[CH:66][N:65]([CH2:68][C:69]([OH:71])([CH3:70])[CH3:72])[N:64]=2)=[O:8])[CH2:4][CH2:3][CH2:2]1. The yield is 0.510. (6) The reactants are [Cl-].O[NH3+:3].[C:4](=[O:7])([O-])[OH:5].[Na+].CS(C)=O.[CH2:13]([C:17]1[N:18]=[C:19]([CH2:44][O:45][CH3:46])[N:20]([CH2:39][C:40]([CH3:43])([CH3:42])[CH3:41])[C:21](=[O:38])[C:22]=1[CH2:23][C:24]1[CH:29]=[CH:28][C:27]([C:30]2[C:31]([C:36]#[N:37])=[CH:32][CH:33]=[CH:34][CH:35]=2)=[CH:26][CH:25]=1)[CH2:14][CH2:15][CH3:16]. The product is [CH2:13]([C:17]1[N:18]=[C:19]([CH2:44][O:45][CH3:46])[N:20]([CH2:39][C:40]([CH3:41])([CH3:43])[CH3:42])[C:21](=[O:38])[C:22]=1[CH2:23][C:24]1[CH:29]=[CH:28][C:27]([C:30]2[CH:35]=[CH:34][CH:33]=[CH:32][C:31]=2[C:36]2[NH:3][C:4](=[O:7])[O:5][N:37]=2)=[CH:26][CH:25]=1)[CH2:14][CH2:15][CH3:16]. The catalyst is C(OCC)(=O)C. The yield is 0.390. (7) The reactants are [CH:1]([C:3]1[CH:4]=[C:5](/[CH:9]=[CH:10]/[C:11]([O:13][CH3:14])=[O:12])[N:6]([CH3:8])[CH:7]=1)=O.[C:15]12([NH2:25])[CH2:24][CH:19]3[CH2:20][CH:21]([CH2:23][CH:17]([CH2:18]3)[CH2:16]1)[CH2:22]2.[BH4-].[Na+].O. The catalyst is CO. The product is [C:15]12([NH:25][CH2:1][C:3]3[CH:4]=[C:5](/[CH:9]=[CH:10]/[C:11]([O:13][CH3:14])=[O:12])[N:6]([CH3:8])[CH:7]=3)[CH2:22][CH:21]3[CH2:20][CH:19]([CH2:18][CH:17]([CH2:23]3)[CH2:16]1)[CH2:24]2. The yield is 0.680. (8) The reactants are [CH3:1][C:2]1[CH:3]=[C:4]([CH:25]=[CH:26][CH:27]=1)[C:5]([C:7]1[C:15]2[CH:14]=[CH:13][C:12](=[O:16])[N:11]([C:17]3[CH:22]=[CH:21][CH:20]=[CH:19][CH:18]=3)[C:10]=2[S:9][C:8]=1[C:23]#[N:24])=[O:6].[OH-:28].[Na+].Cl. The catalyst is CCO. The product is [CH3:1][C:2]1[CH:3]=[C:4]([CH:25]=[CH:26][CH:27]=1)[C:5]([C:7]1[C:15]2[CH:14]=[CH:13][C:12](=[O:16])[N:11]([C:17]3[CH:18]=[CH:19][CH:20]=[CH:21][CH:22]=3)[C:10]=2[S:9][C:8]=1[C:23]([NH2:24])=[O:28])=[O:6]. The yield is 0.950. (9) The reactants are [Cl:1][C:2]1[CH:3]=[N+:4]([O-:34])[CH:5]=[C:6]([Cl:33])[C:7]=1[CH2:8][C@@H:9]([C:18]1[CH:23]=[CH:22][C:21]([O:24][CH:25]([F:27])[F:26])=[C:20]([O:28][CH2:29][CH:30]2[CH2:32][CH2:31]2)[CH:19]=1)[O:10][C:11]([CH:13]1[NH:17][CH2:16][CH2:15][S:14]1)=[O:12].C([O-])([O-])=O.[K+].[K+].Br[CH2:42][C:43]([C:45]1[S:46][CH:47]=[CH:48][CH:49]=1)=[O:44]. The catalyst is CN(C=O)C.O. The product is [Cl:1][C:2]1[CH:3]=[N+:4]([O-:34])[CH:5]=[C:6]([Cl:33])[C:7]=1[CH2:8][C@@H:9]([C:18]1[CH:23]=[CH:22][C:21]([O:24][CH:25]([F:27])[F:26])=[C:20]([O:28][CH2:29][CH:30]2[CH2:32][CH2:31]2)[CH:19]=1)[O:10][C:11]([CH:13]1[N:17]([CH2:42][C:43](=[O:44])[C:45]2[S:46][CH:47]=[CH:48][CH:49]=2)[CH2:16][CH2:15][S:14]1)=[O:12]. The yield is 0.580.